From a dataset of Forward reaction prediction with 1.9M reactions from USPTO patents (1976-2016). Predict the product of the given reaction. Given the reactants Cl.[Br:2][C:3]1[CH:8]=[CH:7][C:6]([O:9]N)=[CH:5][CH:4]=1.O=[C:12]1[CH2:17][CH2:16][N:15]([C:18]([O:20][C:21]([CH3:24])([CH3:23])[CH3:22])=[O:19])[CH2:14][CH2:13]1.C(=O)([O-])[O-].[K+].[K+].C(OC(OC(C)(C)C)=O)(OC(C)(C)C)=O, predict the reaction product. The product is: [Br:2][C:3]1[CH:8]=[CH:7][C:6]2[O:9][C:12]3[CH2:17][CH2:16][N:15]([C:18]([O:20][C:21]([CH3:24])([CH3:23])[CH3:22])=[O:19])[CH2:14][C:13]=3[C:5]=2[CH:4]=1.